From a dataset of Forward reaction prediction with 1.9M reactions from USPTO patents (1976-2016). Predict the product of the given reaction. Given the reactants [CH3:1][C:2]1[C:10]([N+:11]([O-:13])=[O:12])=[CH:9][C:5]([C:6]([OH:8])=[O:7])=[CH:4][C:3]=1[N+:14]([O-])=O.S.[Na].O.Cl, predict the reaction product. The product is: [NH2:14][C:3]1[CH:4]=[C:5]([CH:9]=[C:10]([N+:11]([O-:13])=[O:12])[C:2]=1[CH3:1])[C:6]([OH:8])=[O:7].